This data is from Catalyst prediction with 721,799 reactions and 888 catalyst types from USPTO. The task is: Predict which catalyst facilitates the given reaction. (1) Reactant: [F:1][C:2]1[CH:7]=[CH:6][C:5]([C:8]2[N:12]([CH2:13][CH:14]([OH:20])[CH2:15][C:16]([F:19])([F:18])[F:17])[N:11]=[C:10]([CH3:21])[C:9]=2[C:22]2[CH:23]=[CH:24][C:25]3[O:30][CH2:29][C:28](=[O:31])[NH:27][C:26]=3[CH:32]=2)=[CH:4][CH:3]=1.C(OI1(OC(=O)C)(OC(=O)C)C2C=CC=CC=2C(=O)O1)(=O)C. Product: [F:1][C:2]1[CH:3]=[CH:4][C:5]([C:8]2[N:12]([CH2:13][C:14](=[O:20])[CH2:15][C:16]([F:19])([F:17])[F:18])[N:11]=[C:10]([CH3:21])[C:9]=2[C:22]2[CH:23]=[CH:24][C:25]3[O:30][CH2:29][C:28](=[O:31])[NH:27][C:26]=3[CH:32]=2)=[CH:6][CH:7]=1. The catalyst class is: 10. (2) Reactant: [Cl:1][C:2]1[N:3]=[CH:4][NH:5][CH:6]=1.[F:7][C:8]1[CH:13]=[C:12]([N+:14]([O-:16])=[O:15])[CH:11]=[C:10]([O:17][CH3:18])[C:9]=1F.C(=O)([O-])[O-].[Cs+].[Cs+]. Product: [Cl:1][C:2]1[N:3]=[CH:4][N:5]([C:9]2[C:10]([O:17][CH3:18])=[CH:11][C:12]([N+:14]([O-:16])=[O:15])=[CH:13][C:8]=2[F:7])[CH:6]=1. The catalyst class is: 10. (3) Reactant: [NH2:1][C:2]1[CH:7]=[CH:6][N:5]=[CH:4][CH:3]=1.[C:8](Cl)(=[O:13])[C:9]([CH3:12])([CH3:11])[CH3:10].C(N(CC)CC)C. Product: [CH3:10][C:9]([CH3:12])([CH3:11])[C:8]([NH:1][C:2]1[CH:7]=[CH:6][N:5]=[CH:4][CH:3]=1)=[O:13]. The catalyst class is: 46. (4) The catalyst class is: 489. Product: [OH:7][CH2:6][C:5]1[CH:8]=[CH:9][C:2]([NH:1][C:19](=[O:22])[CH:20]=[CH2:21])=[CH:3][CH:4]=1. Reactant: [NH2:1][C:2]1[CH:9]=[CH:8][C:5]([CH2:6][OH:7])=[CH:4][CH:3]=1.C(N(CC)C(C)C)(C)C.[C:19](Cl)(=[O:22])[CH:20]=[CH2:21].C(OCC)(=O)C. (5) Reactant: [NH2:1][C:2]1[CH:3]=[N:4][CH:5]=[CH:6][CH:7]=1.[CH2:8]1[C:13](=[O:14])[N:12]([O:15][C:16](ON2C(=O)CCC2=O)=[O:17])[C:10](=[O:11])[CH2:9]1. Product: [O:11]=[C:10]1[CH2:9][CH2:8][C:13](=[O:14])[N:12]1[O:15][C:16](=[O:17])[NH:1][C:2]1[CH:3]=[N:4][CH:5]=[CH:6][CH:7]=1. The catalyst class is: 10. (6) Reactant: C([O:3][CH:4]1[CH:8]([NH:9][C:10]([CH2:12][N:13]2[CH2:19][CH:18]=[CH:17][CH2:16][CH:15]([NH:20][C:21]([C:23]3[C:32]4[C:27](=[CH:28][CH:29]=[CH:30][CH:31]=4)[CH:26]=[CH:25][N:24]=3)=[O:22])[C:14]2=[O:33])=[O:11])[CH2:7][C:6](=[O:34])[O:5]1)C.FC(F)(F)C(O)=O. Product: [OH:3][CH:4]1[CH:8]([NH:9][C:10]([CH2:12][N:13]2[CH2:19][CH:18]=[CH:17][CH2:16][CH:15]([NH:20][C:21]([C:23]3[C:32]4[C:27](=[CH:28][CH:29]=[CH:30][CH:31]=4)[CH:26]=[CH:25][N:24]=3)=[O:22])[C:14]2=[O:33])=[O:11])[CH2:7][C:6](=[O:34])[O:5]1. The catalyst class is: 144. (7) Reactant: C([O:5][C:6]([C:8]1[S:12][C:11]([N:13]2[CH2:18][CH2:17][N:16]([S:19]([C:22]3[CH:27]=[CH:26][C:25]([C:28]([F:31])([F:30])[F:29])=[CH:24][CH:23]=3)(=[O:21])=[O:20])[C@@H:15]([C:32](=[O:44])[NH:33][CH2:34][C:35]3[CH:40]=[CH:39][C:38]([CH:41]([CH3:43])[CH3:42])=[CH:37][CH:36]=3)[CH2:14]2)=[N:10][C:9]=1[CH3:45])=[O:7])(C)(C)C. Product: [CH:41]([C:38]1[CH:37]=[CH:36][C:35]([CH2:34][NH:33][C:32]([C@@H:15]2[N:16]([S:19]([C:22]3[CH:23]=[CH:24][C:25]([C:28]([F:31])([F:30])[F:29])=[CH:26][CH:27]=3)(=[O:21])=[O:20])[CH2:17][CH2:18][N:13]([C:11]3[S:12][C:8]([C:6]([OH:7])=[O:5])=[C:9]([CH3:45])[N:10]=3)[CH2:14]2)=[O:44])=[CH:40][CH:39]=1)([CH3:43])[CH3:42]. The catalyst class is: 55. (8) Reactant: [CH3:1][C:2](/[N:7]=[CH:8]/[C:9]1[CH:14]=[CH:13][CH:12]=[CH:11][CH:10]=1)([CH2:5][OH:6])[CH2:3][OH:4].[BH4-].[Na+]. Product: [CH2:8]([NH:7][C:2]([CH3:1])([CH2:3][OH:4])[CH2:5][OH:6])[C:9]1[CH:14]=[CH:13][CH:12]=[CH:11][CH:10]=1. The catalyst class is: 8. (9) Reactant: [C:1]([CH2:4][C:5]1[CH:14]=[CH:13][C:8]([C:9]([O:11][CH3:12])=[O:10])=[C:7]([O:15][CH3:16])[CH:6]=1)([OH:3])=[O:2].[Br:17]Br.CCCCCC. Product: [Br:17][C:14]1[C:5]([CH2:4][C:1]([OH:3])=[O:2])=[CH:6][C:7]([O:15][CH3:16])=[C:8]([CH:13]=1)[C:9]([O:11][CH3:12])=[O:10]. The catalyst class is: 52.